From a dataset of Catalyst prediction with 721,799 reactions and 888 catalyst types from USPTO. Predict which catalyst facilitates the given reaction. (1) Reactant: [CH2:1]([N:8]([CH2:21][CH2:22][O:23][CH2:24][C:25]1[CH:30]=[CH:29][CH:28]=[CH:27][CH:26]=1)[CH2:9][C@@H:10]([C:12]1[CH:17]=[CH:16][CH:15]=[C:14]([N+:18]([O-:20])=[O:19])[CH:13]=1)[OH:11])[C:2]1[CH:7]=[CH:6][CH:5]=[CH:4][CH:3]=1.N1C=CN=C1.Cl[Si:37]([CH2:42][CH3:43])([CH2:40][CH3:41])[CH2:38][CH3:39].O. Product: [CH2:1]([N:8]([CH2:21][CH2:22][O:23][CH2:24][C:25]1[CH:26]=[CH:27][CH:28]=[CH:29][CH:30]=1)[CH2:9][C@@H:10]([C:12]1[CH:17]=[CH:16][CH:15]=[C:14]([N+:18]([O-:20])=[O:19])[CH:13]=1)[O:11][Si:37]([CH2:42][CH3:43])([CH2:40][CH3:41])[CH2:38][CH3:39])[C:2]1[CH:3]=[CH:4][CH:5]=[CH:6][CH:7]=1. The catalyst class is: 3. (2) Reactant: CS(Cl)(=O)=O.[F:6][C:7]1[CH:40]=[CH:39][C:10]([CH2:11][C:12]2[S:16][C:15]([C:17]3[C:22]([Br:23])=[CH:21][N:20]=[C:19]([NH:24][CH2:25][CH2:26][N:27]4[C:31]([CH3:33])([CH3:32])[C:30](=[O:34])[NH:29][C:28]4=[O:35])[N:18]=3)=[CH:14][C:13]=2[CH2:36][CH2:37]O)=[CH:9][CH:8]=1.C(N(C(C)C)CC)(C)C.[I-].[Na+].[NH:52]1[CH2:56][CH2:55][CH2:54][C@H:53]1[CH2:57][OH:58]. Product: [F:6][C:7]1[CH:40]=[CH:39][C:10]([CH2:11][C:12]2[S:16][C:15]([C:17]3[C:22]([Br:23])=[CH:21][N:20]=[C:19]([NH:24][CH2:25][CH2:26][N:27]4[C:31]([CH3:32])([CH3:33])[C:30](=[O:34])[NH:29][C:28]4=[O:35])[N:18]=3)=[CH:14][C:13]=2[CH2:36][CH2:37][N:52]2[CH2:56][CH2:55][CH2:54][C@H:53]2[CH2:57][OH:58])=[CH:9][CH:8]=1. The catalyst class is: 46.